This data is from Reaction yield outcomes from USPTO patents with 853,638 reactions. The task is: Predict the reaction yield, written as a fraction of the theoretical maximum amount of product (1.0 means a 100% yield; for example, 0.34 means a 34% yield). The product is [CH3:19][S:20]([NH:1][CH2:2][CH2:3][NH:4][C:5](=[O:6])[O:7][C:8]([CH3:11])([CH3:10])[CH3:9])(=[O:22])=[O:21]. The yield is 0.810. The catalyst is ClCCl. The reactants are [NH2:1][CH2:2][CH2:3][NH:4][C:5]([O:7][C:8]([CH3:11])([CH3:10])[CH3:9])=[O:6].C(N(CC)CC)C.[CH3:19][S:20](Cl)(=[O:22])=[O:21].O.